From a dataset of Reaction yield outcomes from USPTO patents with 853,638 reactions. Predict the reaction yield, written as a fraction of the theoretical maximum amount of product (1.0 means a 100% yield; for example, 0.34 means a 34% yield). (1) The reactants are OC1N=C2C=C(OCC3SC=C(C(C)C)N=3)C=CN2C(=O)C=1/C=C/C(OC(C)(C)C)=O.[C:32]([C:36]1[N:37]=[C:38]([NH:41][C:42]([C:44]2[CH:72]=[CH:71][N:47]3[C:48](=[O:70])[C:49](/[CH:61]=[CH:62]/[C:63]([O:65][C:66]([CH3:69])([CH3:68])[CH3:67])=[O:64])=[C:50]([N:52]4[CH2:57][CH2:56][CH2:55][C@H:54]([O:58]C=O)[CH2:53]4)[N:51]=[C:46]3[CH:45]=2)=[O:43])[S:39][CH:40]=1)([CH3:35])([CH3:34])[CH3:33]. No catalyst specified. The product is [C:32]([C:36]1[N:37]=[C:38]([NH:41][C:42]([C:44]2[CH:72]=[CH:71][N:47]3[C:48](=[O:70])[C:49](/[CH:61]=[CH:62]/[C:63]([O:65][C:66]([CH3:69])([CH3:68])[CH3:67])=[O:64])=[C:50]([N:52]4[CH2:57][CH2:56][CH2:55][C@H:54]([OH:58])[CH2:53]4)[N:51]=[C:46]3[CH:45]=2)=[O:43])[S:39][CH:40]=1)([CH3:35])([CH3:33])[CH3:34]. The yield is 0.730. (2) The reactants are [NH:1]1[C:9]2[C:4](=[CH:5][CH:6]=[CH:7][CH:8]=2)[CH2:3][C:2]1=[O:10].[Br:11][C:12]1[CH:13]=[C:14]([CH:20]=O)[C:15]([O:18][CH3:19])=[N:16][CH:17]=1.N1CCCCC1. The catalyst is C(O)C. The product is [Br:11][C:12]1[CH:13]=[C:14]([CH:20]=[C:3]2[C:4]3[C:9](=[CH:8][CH:7]=[CH:6][CH:5]=3)[NH:1][C:2]2=[O:10])[C:15]([O:18][CH3:19])=[N:16][CH:17]=1. The yield is 0.550. (3) The reactants are [H-].C([Al+]CC(C)C)C(C)C.[I:11][C:12]1[CH:19]=[C:18]([C:20]([F:23])([F:22])[F:21])[CH:17]=[CH:16][C:13]=1[C:14]#N.C(OCC)(=[O:26])C.Cl. The catalyst is C1(C)C=CC=CC=1.C(Cl)Cl.O.C(O)C. The product is [I:11][C:12]1[CH:19]=[C:18]([C:20]([F:23])([F:22])[F:21])[CH:17]=[CH:16][C:13]=1[CH:14]=[O:26]. The yield is 0.400. (4) The reactants are [C:1]([O:5][C:6]([C@H:8]1[CH2:10][C@H:9]1[CH:11]=[CH:12][C:13]([O:15][CH2:16][CH3:17])=[O:14])=[O:7])([CH3:4])([CH3:3])[CH3:2].[CH3:18]N(C)C(=N)N(C)C.[N+:26]([CH3:29])([O-:28])=[O:27]. No catalyst specified. The yield is 0.859. The product is [C:1]([O:5][C:6]([C@H:8]1[CH2:10][C@H:9]1[CH:11]([CH2:18][CH2:29][N+:26]([O-:28])=[O:27])[CH2:12][C:13]([O:15][CH2:16][CH3:17])=[O:14])=[O:7])([CH3:4])([CH3:3])[CH3:2]. (5) The reactants are C(N(CC)CC)C.[CH:8]([C:10]1[C:18]2[C:13](=[CH:14][CH:15]=[CH:16][CH:17]=2)[N:12](C(OC(C)(C)C)=O)[CH:11]=1)=[O:9].[O:26]1[C:30]2[CH:31]=[CH:32][CH:33]=[CH:34][C:29]=2[N:28]=[C:27]1[CH:35]=[N:36][C:37]1[CH:42]=[CH:41][CH:40]=[C:39]([O:43][CH3:44])[CH:38]=1. The catalyst is [Cl-].C([N+]1C(C)=C(CCO)SC=1)C1C=CC=CC=1.C(O)C. The product is [O:26]1[C:30]2[CH:31]=[CH:32][CH:33]=[CH:34][C:29]=2[N:28]=[C:27]1[CH:35]([NH:36][C:37]1[CH:42]=[CH:41][CH:40]=[C:39]([O:43][CH3:44])[CH:38]=1)[C:8]([C:10]1[C:18]2[C:13](=[CH:14][CH:15]=[CH:16][CH:17]=2)[NH:12][CH:11]=1)=[O:9]. The yield is 0.100.